Predict hERG channel inhibition at various concentrations. From a dataset of hERG Central: cardiac toxicity at 1µM, 10µM, and general inhibition. (1) The molecule is Cc1ccc(S(=O)(=O)N2CCN(c3ncnc4ccccc34)CC2)cc1. Results: hERG_inhib (hERG inhibition (general)): blocker. (2) The drug is O=C(NCCc1ccccc1)C1CCN(C2CCN(Cc3ccco3)CC2)CC1. Results: hERG_inhib (hERG inhibition (general)): blocker. (3) The compound is C=CCNC(=S)N1CCN(CCN=Cc2c(C)[nH]n(-c3ccc([N+](=O)[O-])cc3)c2=O)CC1. Results: hERG_inhib (hERG inhibition (general)): blocker. (4) The drug is CCOc1ccc(NC(=O)C(=O)NCCN2CCN(C(=O)c3ccc(C)cc3)CC2)cc1. Results: hERG_inhib (hERG inhibition (general)): blocker. (5) The compound is CN(CCOc1ccccc1)C(=O)c1cc([N+](=O)[O-])cc([N+](=O)[O-])c1. Results: hERG_inhib (hERG inhibition (general)): blocker. (6) The molecule is CCN(CC)CCn1c(=S)[nH]c2ccc(Cl)cc2c1=O. Results: hERG_inhib (hERG inhibition (general)): blocker. (7) The molecule is CCN(CC1CCCN(CCc2cccc(OC)c2)C1)C(=O)C=C(C)C. Results: hERG_inhib (hERG inhibition (general)): blocker.